This data is from Full USPTO retrosynthesis dataset with 1.9M reactions from patents (1976-2016). The task is: Predict the reactants needed to synthesize the given product. Given the product [CH3:1][O:2][C:3]([C:5]1[C:10]2[C:11]3[C:12]([Cl:27])=[N:13][CH:14]=[CH:15][C:16]=3[O:17][C:9]=2[C:8]([OH:19])=[CH:7][CH:6]=1)=[O:4], predict the reactants needed to synthesize it. The reactants are: [CH3:1][O:2][C:3]([C:5]1[C:10]2[C:11]3[C:12](O)=[N:13][CH:14]=[CH:15][C:16]=3[O:17][C:9]=2[C:8]([O:19]C2CCCC2)=[CH:7][CH:6]=1)=[O:4].P(Cl)(Cl)([Cl:27])=O.